From a dataset of Forward reaction prediction with 1.9M reactions from USPTO patents (1976-2016). Predict the product of the given reaction. (1) Given the reactants [CH:1]([C:4]1[N:8]2[CH:9]=[C:10]([C:13]#[C:14][C:15]3[CH:20]=[CH:19][CH:18]=[C:17]([CH3:21])[N:16]=3)[CH:11]=[CH:12][C:7]2=[N:6][N:5]=1)([CH3:3])[CH3:2].[N:22]([Si](C)(C)C)=[N+:23]=[N-:24], predict the reaction product. The product is: [CH:1]([C:4]1[N:8]2[CH:9]=[C:10]([C:13]3[N:22]=[N:23][NH:24][C:14]=3[C:15]3[CH:20]=[CH:19][CH:18]=[C:17]([CH3:21])[N:16]=3)[CH:11]=[CH:12][C:7]2=[N:6][N:5]=1)([CH3:3])[CH3:2]. (2) The product is: [CH3:1][O:2][C:3]1[CH:4]=[C:5]([C@@H:9]([CH2:13][CH3:14])[C:10](=[CH2:15])[CH:11]=[O:12])[CH:6]=[CH:7][CH:8]=1. Given the reactants [CH3:1][O:2][C:3]1[CH:4]=[C:5]([C@H:9]([CH2:13][CH3:14])[CH2:10][CH:11]=[O:12])[CH:6]=[CH:7][CH:8]=1.[CH2:15](N(CC)CC)C, predict the reaction product.